Dataset: Reaction yield outcomes from USPTO patents with 853,638 reactions. Task: Predict the reaction yield, written as a fraction of the theoretical maximum amount of product (1.0 means a 100% yield; for example, 0.34 means a 34% yield). (1) The reactants are [C:1]([O:5][C:6]([N:8]1[CH2:11][CH2:10][C@H:9]1[C:12](O)=[O:13])=[O:7])([CH3:4])([CH3:3])[CH3:2]. The catalyst is O1CCCC1. The product is [C:1]([O:5][C:6]([N:8]1[CH2:11][CH2:10][C@H:9]1[CH2:12][OH:13])=[O:7])([CH3:4])([CH3:3])[CH3:2]. The yield is 0.870. (2) The reactants are [CH:1]1([C@@H:4]2[NH:9][C:8](=[O:10])[C@H:7]([CH2:11][CH:12]([CH3:14])[CH3:13])[NH:6][CH2:5]2)[CH2:3][CH2:2]1.[C:15]1([C@@H:21]2[CH2:23][C@H:22]2[C:24](O)=[O:25])[CH:20]=[CH:19][CH:18]=[CH:17][CH:16]=1.C([C@@H]1N(C(=O)/C=C/C2C=CC=CC=2)C[C@H](CC(C)C)NC1=O)C(C)C. No catalyst specified. The product is [CH:1]1([C@@H:4]2[NH:9][C:8](=[O:10])[C@H:7]([CH2:11][CH:12]([CH3:14])[CH3:13])[N:6]([C:24]([C@@H:22]3[CH2:23][C@H:21]3[C:15]3[CH:20]=[CH:19][CH:18]=[CH:17][CH:16]=3)=[O:25])[CH2:5]2)[CH2:3][CH2:2]1. The yield is 0.800.